This data is from Full USPTO retrosynthesis dataset with 1.9M reactions from patents (1976-2016). The task is: Predict the reactants needed to synthesize the given product. (1) Given the product [CH2:10]([NH:17][C:7](=[O:9])[C@H:5]1[CH2:4][CH2:3][C:2](=[O:1])[NH:6]1)[C:11]1[CH:16]=[CH:15][CH:14]=[CH:13][CH:12]=1, predict the reactants needed to synthesize it. The reactants are: [O:1]=[C:2]1[NH:6][C@@H:5]([C:7]([OH:9])=O)[CH2:4][CH2:3]1.[CH2:10]([NH2:17])[C:11]1[CH:16]=[CH:15][CH:14]=[CH:13][CH:12]=1.Cl.C(N=C=NCCCN(C)C)C.ON1C2C=CC=CC=2N=N1. (2) Given the product [C:17]([C:16]1[C:19]([CH3:21])=[CH:20][C:13]([CH2:12][NH:3][C:4](=[O:11])[O:31][C:28]([CH3:30])([CH3:29])[CH3:27])=[N:14][C:15]=1[O:22][CH3:23])#[N:18], predict the reactants needed to synthesize it. The reactants are: O=C1C2C(=CC=CC=2)[C:4](=[O:11])[N:3]1[CH2:12][C:13]1[CH:20]=[C:19]([CH3:21])[C:16]([C:17]#[N:18])=[C:15]([O:22][CH3:23])[N:14]=1.O.NN.[CH3:27][C:28]([O:31]C(OC([O:31][C:28]([CH3:30])([CH3:29])[CH3:27])=O)=O)([CH3:30])[CH3:29]. (3) Given the product [Br:8][C:5]1[CH:6]=[CH:7][C:2]([N:12]2[CH2:13][C:10]([F:14])([F:9])[CH2:11]2)=[CH:3][CH:4]=1, predict the reactants needed to synthesize it. The reactants are: Br[C:2]1[CH:7]=[CH:6][C:5]([Br:8])=[CH:4][CH:3]=1.[F:9][C:10]1([F:14])[CH2:13][NH:12][CH2:11]1.Cl.C1C=CC(P(C2C(C3C(P(C4C=CC=CC=4)C4C=CC=CC=4)=CC=C4C=3C=CC=C4)=C3C(C=CC=C3)=CC=2)C2C=CC=CC=2)=CC=1.CC([O-])(C)C.[Na+]. (4) Given the product [CH3:1][O:2][C:3](=[O:31])[CH2:4][CH2:5][NH:6][C:7]([C:9]1[S:10][C:11]([CH:14]([S:21][C:22]2[CH:27]=[C:26]([CH3:28])[C:25]([C:39]3[CH:40]=[CH:41][C:36]([C:32]([CH3:35])([CH3:34])[CH3:33])=[CH:37][CH:38]=3)=[C:24]([CH3:30])[CH:23]=2)[CH2:15][CH2:16][C:17]([F:20])([F:19])[F:18])=[CH:12][CH:13]=1)=[O:8], predict the reactants needed to synthesize it. The reactants are: [CH3:1][O:2][C:3](=[O:31])[CH2:4][CH2:5][NH:6][C:7]([C:9]1[S:10][C:11]([CH:14]([S:21][C:22]2[CH:27]=[C:26]([CH3:28])[C:25](Br)=[C:24]([CH3:30])[CH:23]=2)[CH2:15][CH2:16][C:17]([F:20])([F:19])[F:18])=[CH:12][CH:13]=1)=[O:8].[C:32]([C:36]1[CH:41]=[CH:40][C:39](B(O)O)=[CH:38][CH:37]=1)([CH3:35])([CH3:34])[CH3:33]. (5) Given the product [Br:1][C:2]1[CH:3]=[C:4]([C:8]2[N:39]([C:41]3[CH:46]=[CH:45][CH:44]=[CH:43][CH:42]=3)[C:33]3[C:34]([C:9]=2[CH2:10][CH2:11][CH2:12][N:13]2[CH2:18][CH2:17][CH:16]([C:19]4[CH:20]=[C:21]([NH:25][C:26](=[O:30])[CH:27]([CH3:29])[CH3:28])[CH:22]=[CH:23][CH:24]=4)[CH2:15][CH2:14]2)=[CH:35][CH:36]=[CH:37][CH:38]=3)[CH:5]=[CH:6][CH:7]=1, predict the reactants needed to synthesize it. The reactants are: [Br:1][C:2]1[CH:3]=[C:4]([C:8](=O)[CH2:9][CH2:10][CH2:11][CH2:12][N:13]2[CH2:18][CH2:17][CH:16]([C:19]3[CH:20]=[C:21]([NH:25][C:26](=[O:30])[CH:27]([CH3:29])[CH3:28])[CH:22]=[CH:23][CH:24]=3)[CH2:15][CH2:14]2)[CH:5]=[CH:6][CH:7]=1.Cl.[C:33]1([N:39]([C:41]2[CH:46]=[CH:45][CH:44]=[CH:43][CH:42]=2)N)[CH:38]=[CH:37][CH:36]=[CH:35][CH:34]=1. (6) Given the product [Cl:27][C:25]1[CH:24]=[CH:23][C:22]2[C:16](=[CH:15][C:4]3[CH:5]=[CH:6][CH:7]=[CH:8][C:3]=3[C:2]([F:13])([F:12])[F:1])[C:17]3[CH:31]=[CH:30][CH:29]=[CH:28][C:18]=3[CH2:19][CH2:20][C:21]=2[CH:26]=1, predict the reactants needed to synthesize it. The reactants are: [F:1][C:2]([F:13])([F:12])[C:3]1[CH:8]=[CH:7][CH:6]=[CH:5][C:4]=1B(O)O.Br[CH:15]=[C:16]1[C:22]2[CH:23]=[CH:24][C:25]([Cl:27])=[CH:26][C:21]=2[CH2:20][CH2:19][C:18]2[CH:28]=[CH:29][CH:30]=[CH:31][C:17]1=2. (7) Given the product [CH2:1]([C@H:4]1[CH2:10][N:9]([CH:11]2[CH2:15][CH2:14][CH2:13][CH2:12]2)[C:8]2[N:16]=[C:17]([NH:20][C:21]3[CH:29]=[CH:28][C:24]([C:25]([NH:34][C@H:35]4[CH2:40][CH2:39][CH2:38][NH:37][CH2:36]4)=[O:26])=[CH:23][C:22]=3[O:30][CH3:31])[N:18]=[CH:19][C:7]=2[N:6]([CH3:32])[C:5]1=[O:33])[CH:2]=[CH2:3], predict the reactants needed to synthesize it. The reactants are: [CH2:1]([C@H:4]1[CH2:10][N:9]([CH:11]2[CH2:15][CH2:14][CH2:13][CH2:12]2)[C:8]2[N:16]=[C:17]([NH:20][C:21]3[CH:29]=[CH:28][C:24]([C:25](O)=[O:26])=[CH:23][C:22]=3[O:30][CH3:31])[N:18]=[CH:19][C:7]=2[N:6]([CH3:32])[C:5]1=[O:33])[CH:2]=[CH2:3].[NH2:34][C@H:35]1[CH2:40][CH2:39][CH2:38][N:37](C(OC(C)(C)C)=O)[CH2:36]1.